From a dataset of Forward reaction prediction with 1.9M reactions from USPTO patents (1976-2016). Predict the product of the given reaction. (1) The product is: [Cl:21][C:11]1[CH:10]=[C:9]([C:7]([OH:8])=[O:6])[CH:14]=[CH:13][C:12]=1[C:15]1[CH:16]=[CH:17][CH:18]=[CH:19][CH:20]=1. Given the reactants CO.[OH-].[Na+].C[O:6][C:7]([C:9]1[CH:14]=[CH:13][C:12]([C:15]2[CH:20]=[CH:19][CH:18]=[CH:17][CH:16]=2)=[C:11]([Cl:21])[CH:10]=1)=[O:8].Cl, predict the reaction product. (2) Given the reactants [H-].[Na+].[F:3][C:4]1[CH:5]=[C:6]([C:10]2[NH:11][CH:12]=[C:13]3[C:18]=2[C:17](=[O:19])[N:16]([CH3:20])[C:15](=[O:21])[N:14]3[CH3:22])[CH:7]=[CH:8][CH:9]=1.C1OCCOC2C(=CC=CC=2)OCCOCCOC2C(=CC=CC=2)OC1.[CH3:49][C:50]1([CH3:64])[O:54][CH:53]([CH2:55]OS(C(F)(F)F)(=O)=O)[CH2:52][O:51]1, predict the reaction product. The product is: [CH3:49][C:50]1([CH3:64])[O:54][CH:53]([CH2:55][N:11]2[C:10]([C:6]3[CH:7]=[CH:8][CH:9]=[C:4]([F:3])[CH:5]=3)=[C:18]3[C:13]([N:14]([CH3:22])[C:15](=[O:21])[N:16]([CH3:20])[C:17]3=[O:19])=[CH:12]2)[CH2:52][O:51]1. (3) Given the reactants C[N:2](C)/[CH:3]=[CH:4]/[C:5]([C:7]1[C:12](=[O:13])[CH:11]=[CH:10][N:9]([C:14]2[CH:19]=[CH:18][C:17]([O:20][CH3:21])=[CH:16][CH:15]=2)[N:8]=1)=O.[C:23]1([NH:29]N)[CH:28]=[CH:27][CH:26]=[CH:25][CH:24]=1, predict the reaction product. The product is: [CH3:21][O:20][C:17]1[CH:18]=[CH:19][C:14]([N:9]2[CH:10]=[CH:11][C:12](=[O:13])[C:7]([C:5]3[N:29]([C:23]4[CH:28]=[CH:27][CH:26]=[CH:25][CH:24]=4)[N:2]=[CH:3][CH:4]=3)=[N:8]2)=[CH:15][CH:16]=1.